Dataset: Full USPTO retrosynthesis dataset with 1.9M reactions from patents (1976-2016). Task: Predict the reactants needed to synthesize the given product. (1) Given the product [Br:1][C:2]1[CH:3]=[C:4]([S:8]([N:12]2[CH2:17][CH2:16][O:15][CH2:14][CH2:13]2)(=[O:10])=[O:9])[CH:5]=[CH:6][CH:7]=1, predict the reactants needed to synthesize it. The reactants are: [Br:1][C:2]1[CH:3]=[C:4]([S:8](Cl)(=[O:10])=[O:9])[CH:5]=[CH:6][CH:7]=1.[NH:12]1[CH2:17][CH2:16][O:15][CH2:14][CH2:13]1. (2) Given the product [C:1]([C:20]([OH:34])([CH2:19][C:16]1([C:7]2[CH:8]=[C:9]([C:12]([F:15])([F:13])[F:14])[CH:10]=[CH:11][C:6]=2[F:5])[CH2:18][CH2:17]1)[C:21]([NH:23][C:24]1[CH:25]=[C:26]2[C:31](=[CH:32][CH:33]=1)[C:29](=[O:30])[O:28][CH2:27]2)=[O:22])#[CH:2], predict the reactants needed to synthesize it. The reactants are: [C:1]([Mg]Br)#[CH:2].[F:5][C:6]1[CH:11]=[CH:10][C:9]([C:12]([F:15])([F:14])[F:13])=[CH:8][C:7]=1[C:16]1([CH2:19][C:20](=[O:34])[C:21]([NH:23][C:24]2[CH:25]=[C:26]3[C:31](=[CH:32][CH:33]=2)[C:29](=[O:30])[O:28][CH2:27]3)=[O:22])[CH2:18][CH2:17]1.[Cl-].[NH4+]. (3) Given the product [Br:29][C:19]1[CH:18]=[CH:17][C:16]([NH:15][C:11]2[CH:10]=[C:9]([C:6]3[CH:7]=[CH:8][C:3]([C:2]([F:1])([F:27])[F:28])=[CH:4][CH:5]=3)[N:14]=[CH:13][N:12]=2)=[C:25]2[C:20]=1[CH2:21][CH2:22][CH:23]([OH:26])[CH2:24]2, predict the reactants needed to synthesize it. The reactants are: [F:1][C:2]([F:28])([F:27])[C:3]1[CH:8]=[CH:7][C:6]([C:9]2[N:14]=[CH:13][N:12]=[C:11]([NH:15][C:16]3[CH:17]=[CH:18][CH:19]=[C:20]4[C:25]=3[CH2:24][CH:23]([OH:26])[CH2:22][CH2:21]4)[CH:10]=2)=[CH:5][CH:4]=1.[Br:29]N1C(=O)CCC1=O. (4) The reactants are: [F:1][C:2]1[CH:7]=[CH:6][C:5]([C:8]2[O:31][C:11]3=[N:12][C:13]([CH2:25][CH2:26][C:27]([F:30])([F:29])[F:28])=[C:14]([C:16]4[CH:17]=[C:18]([CH:22]=[CH:23][CH:24]=4)[C:19](O)=[O:20])[CH:15]=[C:10]3[C:9]=2[C:32](=[O:35])[NH:33][CH3:34])=[CH:4][CH:3]=1.C(N(C(C)C)C(C)C)C.CN([C:48]([O:52][N:53]1N=[N:60][C:55]2[CH:56]=[CH:57][CH:58]=[N:59][C:54]1=2)=[N+](C)C)C.F[P-](F)(F)(F)(F)F. Given the product [O:52]1[CH:48]=[N:59][C:54]([C:55]2([NH:60][C:19]([C:18]3[CH:17]=[C:16]([C:14]4[CH:15]=[C:10]5[C:9]([C:32]([NH:33][CH3:34])=[O:35])=[C:8]([C:5]6[CH:6]=[CH:7][C:2]([F:1])=[CH:3][CH:4]=6)[O:31][C:11]5=[N:12][C:13]=4[CH2:25][CH2:26][C:27]([F:29])([F:30])[F:28])[CH:24]=[CH:23][CH:22]=3)=[O:20])[CH2:56][CH2:57][CH2:58]2)=[N:53]1, predict the reactants needed to synthesize it.